From a dataset of NCI-60 drug combinations with 297,098 pairs across 59 cell lines. Regression. Given two drug SMILES strings and cell line genomic features, predict the synergy score measuring deviation from expected non-interaction effect. (1) Drug 1: C1CCN(CC1)CCOC2=CC=C(C=C2)C(=O)C3=C(SC4=C3C=CC(=C4)O)C5=CC=C(C=C5)O. Drug 2: N.N.Cl[Pt+2]Cl. Cell line: PC-3. Synergy scores: CSS=-0.606, Synergy_ZIP=-2.37, Synergy_Bliss=-4.48, Synergy_Loewe=-4.37, Synergy_HSA=-3.94. (2) Drug 1: C1=CC(=C2C(=C1NCCNCCO)C(=O)C3=C(C=CC(=C3C2=O)O)O)NCCNCCO. Drug 2: C1=CC(=CC=C1CC(C(=O)O)N)N(CCCl)CCCl.Cl. Cell line: ACHN. Synergy scores: CSS=65.3, Synergy_ZIP=7.73, Synergy_Bliss=7.47, Synergy_Loewe=4.66, Synergy_HSA=10.7. (3) Drug 1: C(CC(=O)O)C(=O)CN.Cl. Drug 2: CC1C(C(CC(O1)OC2CC(CC3=C2C(=C4C(=C3O)C(=O)C5=CC=CC=C5C4=O)O)(C(=O)C)O)N)O. Cell line: SNB-19. Synergy scores: CSS=33.2, Synergy_ZIP=-2.73, Synergy_Bliss=-4.15, Synergy_Loewe=-19.2, Synergy_HSA=-2.62. (4) Drug 1: CS(=O)(=O)OCCCCOS(=O)(=O)C. Drug 2: CC(C)CN1C=NC2=C1C3=CC=CC=C3N=C2N. Cell line: SF-268. Synergy scores: CSS=-0.340, Synergy_ZIP=0.369, Synergy_Bliss=-1.14, Synergy_Loewe=-4.04, Synergy_HSA=-4.79. (5) Drug 1: CCCS(=O)(=O)NC1=C(C(=C(C=C1)F)C(=O)C2=CNC3=C2C=C(C=N3)C4=CC=C(C=C4)Cl)F. Drug 2: C(=O)(N)NO. Cell line: NCI-H460. Synergy scores: CSS=10.7, Synergy_ZIP=-1.56, Synergy_Bliss=1.64, Synergy_Loewe=0.150, Synergy_HSA=0.123. (6) Drug 1: C1=CC(=CC=C1CC(C(=O)O)N)N(CCCl)CCCl.Cl. Drug 2: CC(C1=C(C=CC(=C1Cl)F)Cl)OC2=C(N=CC(=C2)C3=CN(N=C3)C4CCNCC4)N. Cell line: SK-MEL-5. Synergy scores: CSS=12.3, Synergy_ZIP=0.476, Synergy_Bliss=6.27, Synergy_Loewe=-1.32, Synergy_HSA=-1.07. (7) Drug 1: CN(C)N=NC1=C(NC=N1)C(=O)N. Drug 2: CS(=O)(=O)OCCCCOS(=O)(=O)C. Cell line: RXF 393. Synergy scores: CSS=9.32, Synergy_ZIP=-2.50, Synergy_Bliss=1.35, Synergy_Loewe=0.766, Synergy_HSA=2.08. (8) Drug 1: C1CC(C1)(C(=O)O)C(=O)O.[NH2-].[NH2-].[Pt+2]. Drug 2: CC1CCC2CC(C(=CC=CC=CC(CC(C(=O)C(C(C(=CC(C(=O)CC(OC(=O)C3CCCCN3C(=O)C(=O)C1(O2)O)C(C)CC4CCC(C(C4)OC)O)C)C)O)OC)C)C)C)OC. Cell line: NCI/ADR-RES. Synergy scores: CSS=-2.55, Synergy_ZIP=-0.803, Synergy_Bliss=-2.35, Synergy_Loewe=-3.83, Synergy_HSA=-3.33. (9) Drug 2: C1C(C(OC1N2C=NC3=C(N=C(N=C32)Cl)N)CO)O. Drug 1: CN(C)N=NC1=C(NC=N1)C(=O)N. Cell line: SNB-19. Synergy scores: CSS=-3.04, Synergy_ZIP=-2.41, Synergy_Bliss=-6.08, Synergy_Loewe=-16.5, Synergy_HSA=-8.13. (10) Drug 1: CC12CCC3C(C1CCC2=O)CC(=C)C4=CC(=O)C=CC34C. Drug 2: CC1C(C(CC(O1)OC2CC(OC(C2O)C)OC3=CC4=CC5=C(C(=O)C(C(C5)C(C(=O)C(C(C)O)O)OC)OC6CC(C(C(O6)C)O)OC7CC(C(C(O7)C)O)OC8CC(C(C(O8)C)O)(C)O)C(=C4C(=C3C)O)O)O)O. Cell line: DU-145. Synergy scores: CSS=57.2, Synergy_ZIP=2.14, Synergy_Bliss=1.85, Synergy_Loewe=2.78, Synergy_HSA=2.21.